Dataset: Catalyst prediction with 721,799 reactions and 888 catalyst types from USPTO. Task: Predict which catalyst facilitates the given reaction. (1) Reactant: C([Li])CCC.Br[C:7]1[CH:12]=[CH:11][C:10]([Cl:13])=[CH:9][N:8]=1.C(OC([N:21]1[CH2:26][CH2:25][C:24](=[O:27])[CH2:23][CH2:22]1)=O)(C)(C)C.O. Product: [Cl:13][C:10]1[CH:11]=[CH:12][C:7]([C:24]2([OH:27])[CH2:25][CH2:26][NH:21][CH2:22][CH2:23]2)=[N:8][CH:9]=1. The catalyst class is: 27. (2) Reactant: [NH:1]([C:3]1[N:8]=[N:7][C:6]2[CH2:9][CH2:10][CH2:11][CH2:12][CH2:13][CH2:14][C:5]=2[CH:4]=1)[NH2:2].[C:15](/[N:17]=[C:18](\OC1C=CC=CC=1)/[NH:19][C:20]1[CH:25]=[CH:24][C:23]([N:26]2[CH2:31][CH2:30][N:29]([CH:32]3[CH2:37][CH2:36][CH2:35][CH2:34][CH2:33]3)[CH2:28][CH2:27]2)=[CH:22][CH:21]=1)#[N:16]. Product: [CH:32]1([N:29]2[CH2:30][CH2:31][N:26]([C:23]3[CH:22]=[CH:21][C:20]([NH:19][C:18]4[N:17]=[C:15]([NH2:16])[N:1]([C:3]5[N:8]=[N:7][C:6]6[CH2:9][CH2:10][CH2:11][CH2:12][CH2:13][CH2:14][C:5]=6[CH:4]=5)[N:2]=4)=[CH:25][CH:24]=3)[CH2:27][CH2:28]2)[CH2:33][CH2:34][CH2:35][CH2:36][CH2:37]1. The catalyst class is: 32.